From a dataset of Reaction yield outcomes from USPTO patents with 853,638 reactions. Predict the reaction yield, written as a fraction of the theoretical maximum amount of product (1.0 means a 100% yield; for example, 0.34 means a 34% yield). The reactants are [F:1][C:2]([F:9])([C:5]([F:8])([F:7])[F:6])[CH2:3][OH:4].C1COCC1.[H-].[Na+].Br[CH2:18][C:19]1[CH:23]=[CH:22][S:21][CH:20]=1. The catalyst is O. The product is [F:1][C:2]([F:9])([C:5]([F:8])([F:7])[F:6])[CH2:3][O:4][CH2:18][C:19]1[CH:23]=[CH:22][S:21][CH:20]=1. The yield is 0.850.